This data is from Reaction yield outcomes from USPTO patents with 853,638 reactions. The task is: Predict the reaction yield, written as a fraction of the theoretical maximum amount of product (1.0 means a 100% yield; for example, 0.34 means a 34% yield). The reactants are Cl.[NH:2]([C:4]1[CH:5]=[C:6]([CH:10]=[CH:11][CH:12]=1)[C:7]([OH:9])=[O:8])[NH2:3].[CH3:13][C:14]([CH3:21])([CH3:20])[C:15](=O)[CH2:16][C:17]#[N:18].[CH2:22](O)[CH3:23]. No catalyst specified. The product is [CH2:22]([O:8][C:7](=[O:9])[C:6]1[CH:10]=[CH:11][CH:12]=[C:4]([N:2]2[C:17]([NH2:18])=[CH:16][C:15]([C:14]([CH3:21])([CH3:20])[CH3:13])=[N:3]2)[CH:5]=1)[CH3:23]. The yield is 0.400.